From a dataset of Forward reaction prediction with 1.9M reactions from USPTO patents (1976-2016). Predict the product of the given reaction. (1) Given the reactants [OH:1][C:2]1[CH:7]=[CH:6][C:5]([C:8]2[O:9][C:10]3[C:16]([C:17]([CH3:19])=[CH2:18])=[CH:15][C:14]([OH:20])=[CH:13][C:11]=3[N:12]=2)=[CH:4][CH:3]=1, predict the reaction product. The product is: [OH:1][C:2]1[CH:3]=[CH:4][C:5]([C:8]2[O:9][C:10]3[C:16]([CH:17]([CH3:18])[CH3:19])=[CH:15][C:14]([OH:20])=[CH:13][C:11]=3[N:12]=2)=[CH:6][CH:7]=1. (2) Given the reactants C(O[C:6]([N:8]([C:40](OC(C)(C)C)=O)[C:9](=[O:39])[C:10]1[CH:15]=[C:14]([N:16]2[CH2:20][CH2:19][CH2:18][S:17]2(=[O:22])=[O:21])[CH:13]=[CH:12][C:11]=1[C:23]([N:25]1[CH2:30][CH2:29][N:28]([C:31]2[C:36]([CH3:37])=[CH:35][C:34]([CH3:38])=[CH:33][N:32]=2)[CH2:27][CH2:26]1)=[O:24])=O)(C)(C)C, predict the reaction product. The product is: [CH3:37][C:36]1[C:31]([N:28]2[CH2:27][CH2:26][N:25]([C:23]([C:11]3[CH:12]=[CH:13][C:14]([N:16]4[CH2:20][CH2:19][CH2:18][S:17]4(=[O:21])=[O:22])=[CH:15][C:10]=3[C:9]([N:8]([CH3:40])[CH3:6])=[O:39])=[O:24])[CH2:30][CH2:29]2)=[N:32][CH:33]=[C:34]([CH3:38])[CH:35]=1. (3) Given the reactants [N:1]1[C:6]2[CH2:7][NH:8][CH2:9][C:5]=2[C:4]([NH:10][C:11]2[CH:12]=[N:13][C:14]3[C:19]([CH:20]=2)=[CH:18][CH:17]=[CH:16][CH:15]=3)=[N:3][CH:2]=1.[CH:21](=O)[C:22]1[CH:27]=[CH:26][CH:25]=[CH:24][CH:23]=1.ClCCCl.CO.[C:35](O[BH-](OC(=O)C)OC(=O)C)(=[O:37])C.[Na+], predict the reaction product. The product is: [CH3:35][O:37][C:24]1[CH:23]=[C:22]([CH:27]=[CH:26][CH:25]=1)[CH2:21][N:8]1[CH2:9][C:5]2[C:4]([NH:10][C:11]3[CH:12]=[N:13][C:14]4[C:19]([CH:20]=3)=[CH:18][CH:17]=[CH:16][CH:15]=4)=[N:3][CH:2]=[N:1][C:6]=2[CH2:7]1.